The task is: Regression. Given two drug SMILES strings and cell line genomic features, predict the synergy score measuring deviation from expected non-interaction effect.. This data is from NCI-60 drug combinations with 297,098 pairs across 59 cell lines. Drug 1: CC1(CCCN1)C2=NC3=C(C=CC=C3N2)C(=O)N. Drug 2: CN1C=C(C=N1)C2=C3N=C(C(=C(N3N=C2)N)Br)C4CCCNC4. Cell line: SK-OV-3. Synergy scores: CSS=42.9, Synergy_ZIP=4.30, Synergy_Bliss=3.29, Synergy_Loewe=-23.1, Synergy_HSA=0.905.